From a dataset of Full USPTO retrosynthesis dataset with 1.9M reactions from patents (1976-2016). Predict the reactants needed to synthesize the given product. (1) Given the product [OH:14][CH2:13][CH2:12][S:11][CH2:2][C:3]1[CH:8]=[CH:7][CH:6]=[CH:5][C:4]=1[CH2:9][S:11][CH2:12][CH2:13][OH:14], predict the reactants needed to synthesize it. The reactants are: Br[CH2:2][C:3]1[CH:8]=[CH:7][CH:6]=[CH:5][C:4]=1[CH2:9]Br.[SH:11][CH2:12][CH2:13][OH:14]. (2) Given the product [ClH:1].[NH2:38][C@H:35]1[CH2:36][CH2:37][N:33]([C@H:24]([C:25]([N:27]2[CH2:28][CH2:29][O:30][CH2:31][CH2:32]2)=[O:26])[CH2:23][C:21]#[N:22])[C:34]1=[O:46], predict the reactants needed to synthesize it. The reactants are: [ClH:1].N[C@H]1CCN([C@@H](COC)C(N2CCOCC2)=O)C1=O.[C:21]([CH2:23][C@H:24]([N:33]1[CH2:37][CH2:36][C@H:35]([NH:38]C(=O)OC(C)(C)C)[C:34]1=[O:46])[C:25]([N:27]1[CH2:32][CH2:31][O:30][CH2:29][CH2:28]1)=[O:26])#[N:22]. (3) The reactants are: CO.Cl.[CH2:4]([N:6]([CH2:22][CH3:23])[C:7]1[CH:8]=[C:9]([CH:19]=[CH:20][CH:21]=1)[CH2:10][NH:11]C(=O)OC(C)(C)C)[CH3:5]. Given the product [NH2:11][CH2:10][C:9]1[CH:8]=[C:7]([CH:21]=[CH:20][CH:19]=1)[N:6]([CH2:4][CH3:5])[CH2:22][CH3:23], predict the reactants needed to synthesize it.